This data is from Full USPTO retrosynthesis dataset with 1.9M reactions from patents (1976-2016). The task is: Predict the reactants needed to synthesize the given product. (1) The reactants are: Br[C:2]1[C:7]2[O:8][C:9](SC)=[N:10][C:6]=2[CH:5]=[CH:4][N:3]=1.[CH3:13][O:14][C:15]1[CH:16]=[C:17]([CH:19]=[C:20]([O:24][CH3:25])[C:21]=1[O:22][CH3:23])[NH2:18]. Given the product [NH2:18][C:17]1[CH:19]=[CH:20][C:21]([C:2]2[C:7]3[O:8][C:9]([NH:18][C:17]4[CH:19]=[C:20]([O:24][CH3:25])[C:21]([O:22][CH3:23])=[C:15]([O:14][CH3:13])[CH:16]=4)=[N:10][C:6]=3[CH:5]=[CH:4][N:3]=2)=[CH:15][CH:16]=1, predict the reactants needed to synthesize it. (2) Given the product [CH2:26]([N:3]([CH2:1][CH3:2])[C:4](=[O:25])[C:5]1[CH:6]=[CH:7][C:8]([C:11]([C:18]2[CH:19]=[CH:20][C:21]([Cl:24])=[CH:22][CH:23]=2)=[C:12]2[CH2:17][CH2:16][N:15]([CH2:28][C:29]3[CH:34]=[CH:33][CH:32]=[CH:31][CH:30]=3)[CH2:14][CH2:13]2)=[CH:9][CH:10]=1)[CH3:27], predict the reactants needed to synthesize it. The reactants are: [CH2:1]([N:3]([CH2:26][CH3:27])[C:4](=[O:25])[C:5]1[CH:10]=[CH:9][C:8]([C:11]([C:18]2[CH:23]=[CH:22][C:21]([Cl:24])=[CH:20][CH:19]=2)=[C:12]2[CH2:17][CH2:16][NH:15][CH2:14][CH2:13]2)=[CH:7][CH:6]=1)[CH3:2].[CH2:28](Br)[C:29]1[CH:34]=[CH:33][CH:32]=[CH:31][CH:30]=1. (3) Given the product [Cl:9][C:4]1[N:5]=[C:6]([Cl:8])[N:7]=[C:2]([NH:22][C:21]2[CH:23]=[CH:24][C:18]([C:16]#[N:17])=[CH:19][CH:20]=2)[N:3]=1, predict the reactants needed to synthesize it. The reactants are: Cl[C:2]1[N:7]=[C:6]([Cl:8])[N:5]=[C:4]([Cl:9])[N:3]=1.C([O-])([O-])=O.[K+].[K+].[C:16]([C:18]1[CH:24]=[CH:23][C:21]([NH2:22])=[CH:20][CH:19]=1)#[N:17]. (4) The reactants are: [CH2:1]([O:3][CH2:4][C@@H:5]([OH:8])[CH2:6][OH:7])[CH3:2].[Si:9](Cl)([C:12]([CH3:15])([CH3:14])[CH3:13])([CH3:11])[CH3:10].C(N(CC)CC)C. Given the product [CH3:13][C:12]([Si:9]([CH3:11])([CH3:10])[O:7][CH2:6][C@H:5]([OH:8])[CH2:4][O:3][CH2:1][CH3:2])([CH3:15])[CH3:14], predict the reactants needed to synthesize it.